Task: Predict which catalyst facilitates the given reaction.. Dataset: Catalyst prediction with 721,799 reactions and 888 catalyst types from USPTO (1) Reactant: Cl.[C:2]([NH2:8])(=[NH:7])[C:3]([CH3:6])([CH3:5])[CH3:4].C[O-].[Na+].C[O:13][CH:14]=[C:15]([C:20](OC)=O)[C:16]([O:18][CH3:19])=[O:17]. Product: [C:3]([C:2]1[N:8]=[C:14]([OH:13])[C:15]([C:16]([O:18][CH3:19])=[O:17])=[CH:20][N:7]=1)([CH3:6])([CH3:5])[CH3:4]. The catalyst class is: 5. (2) Reactant: [OH-:1].[Na+].[CH2:3]([C:5]1[C:9]([O:10][C:11]2[CH:18]=[C:17](C)[C:14]([C:15]#[N:16])=[C:13](C)[CH:12]=2)=[C:8]([CH2:21][CH3:22])[N:7]([CH2:23][CH2:24][O:25]C)[N:6]=1)[CH3:4]. Product: [C:15]([C:14]1[CH:13]=[CH:12][C:11]([O:10][C:9]2[C:5]([CH2:3][CH3:4])=[N:6][N:7]([CH2:23][C:24]([OH:25])=[O:1])[C:8]=2[CH2:21][CH3:22])=[CH:18][CH:17]=1)#[N:16]. The catalyst class is: 5. (3) Reactant: [NH2:1][C:2]1[C:3]([F:26])=[CH:4][C:5]([O:15][CH2:16][CH2:17][O:18][Si](C(C)(C)C)(C)C)=[C:6]([N:8]2[C:12](=[O:13])[N:11]([CH3:14])[N:10]=[N:9]2)[CH:7]=1.Cl[C:28]1[N:33]=[C:32]([NH:34][C@@H:35]2[CH2:43][C@H:42]3[N:38]([CH2:39][CH2:40][CH2:41]3)[C:37]([CH3:45])([CH3:44])[CH2:36]2)[C:31]([C:46]#[N:47])=[CH:30][N:29]=1.[C:48]1([S:54]([OH:57])(=[O:56])=[O:55])[CH:53]=[CH:52][CH:51]=[CH:50][CH:49]=1. Product: [CH3:44][C:37]1([CH3:45])[CH2:36][C@H:35]([NH:34][C:32]2[C:31]([C:46]#[N:47])=[CH:30][N:29]=[C:28]([NH:1][C:2]3[CH:7]=[C:6]([N:8]4[C:12](=[O:13])[N:11]([CH3:14])[N:10]=[N:9]4)[C:5]([O:15][CH2:16][CH2:17][OH:18])=[CH:4][C:3]=3[F:26])[N:33]=2)[CH2:43][C@H:42]2[N:38]1[CH2:39][CH2:40][CH2:41]2.[C:48]1([S:54]([OH:57])(=[O:56])=[O:55])[CH:53]=[CH:52][CH:51]=[CH:50][CH:49]=1. The catalyst class is: 41. (4) Reactant: [Br:1]Br.[N+:3]([C:6]1[CH:11]=[CH:10][C:9]([NH2:12])=[C:8]([C:13]([F:16])([F:15])[F:14])[CH:7]=1)([O-:5])=[O:4].O. Product: [Br:1][C:10]1[CH:11]=[C:6]([N+:3]([O-:5])=[O:4])[CH:7]=[C:8]([C:13]([F:14])([F:15])[F:16])[C:9]=1[NH2:12]. The catalyst class is: 15. (5) Reactant: [CH3:1][O:2][C:3]1[CH:11]=[C:10]2[C:6]([CH2:7][CH2:8][C:9]2=[O:12])=[CH:5][C:4]=1[N:13]1[CH2:18][CH2:17][O:16][CH2:15][CH2:14]1.[Cl:19][C:20]1[CH:21]=[C:22]([CH:25]=[CH:26][C:27]=1[C:28]([F:31])([F:30])[F:29])[CH:23]=O.CC1C=CC(S(O)(=O)=O)=CC=1. Product: [Cl:19][C:20]1[CH:21]=[C:22]([CH:25]=[CH:26][C:27]=1[C:28]([F:29])([F:30])[F:31])/[CH:23]=[C:8]1/[C:9](=[O:12])[C:10]2[C:6]([CH2:7]/1)=[CH:5][C:4]([N:13]1[CH2:14][CH2:15][O:16][CH2:17][CH2:18]1)=[C:3]([O:2][CH3:1])[CH:11]=2. The catalyst class is: 133.